From a dataset of Reaction yield outcomes from USPTO patents with 853,638 reactions. Predict the reaction yield, written as a fraction of the theoretical maximum amount of product (1.0 means a 100% yield; for example, 0.34 means a 34% yield). (1) The reactants are O[C:2]1[C:11](O)=[CH:10][C:9]2[C:4](=[CH:5][CH:6]=[CH:7][CH:8]=2)[CH:3]=1.[C:13]1([NH2:20])[CH:18]=[CH:17][CH:16]=[CH:15][C:14]=1[NH2:19].CN(C)C1C=CC=CC=1.C(Cl)Cl. The catalyst is C1(C)C=CC=CC=1.CCCCCCC. The product is [CH:18]1[C:13]2[NH:20][C:11]3[CH:10]=[C:9]4[CH:8]=[CH:7][CH:6]=[CH:5][C:4]4=[CH:3][C:2]=3[NH:19][C:14]=2[CH:15]=[CH:16][CH:17]=1. The yield is 0.760. (2) The reactants are [NH2:1][C:2]1[CH:10]=[CH:9][CH:8]=[C:7]2[C:3]=1[CH2:4][N:5]([CH:12]1[CH2:17][CH2:16][C:15](=[O:18])[NH:14][C:13]1=[O:19])[C:6]2=[O:11].[CH3:20][C:21]1[O:27][C:24]([CH:25]=O)=[CH:23][CH:22]=1.C(O[BH-](OC(=O)C)OC(=O)C)(=O)C.[Na+]. The catalyst is CO.C(Cl)Cl. The product is [CH3:25][C:24]1[O:27][C:21]([CH2:20][NH:1][C:2]2[CH:10]=[CH:9][CH:8]=[C:7]3[C:3]=2[CH2:4][N:5]([CH:12]2[CH2:17][CH2:16][C:15](=[O:18])[NH:14][C:13]2=[O:19])[C:6]3=[O:11])=[CH:22][CH:23]=1. The yield is 0.570. (3) The reactants are [Na].C[O:3][CH2:4][C:5]([O:7][CH2:8]C)=O.[CH3:10][C:11]([CH3:13])=[O:12].COC(C)(C)C. The catalyst is C1(C)C=CC=CC=1. The product is [CH3:8][O:7][CH2:5][C:4](=[O:3])[CH2:10][C:11](=[O:12])[CH3:13]. The yield is 0.369. (4) The product is [NH2:19][C:4]1[CH:5]=[C:6]([CH:17]=[CH:18][C:3]=1[O:2][CH3:1])[CH2:7][N:8]([CH3:16])[C:9](=[O:15])[O:10][C:11]([CH3:14])([CH3:13])[CH3:12]. The catalyst is CCOC(C)=O. The reactants are [CH3:1][O:2][C:3]1[CH:18]=[CH:17][C:6]([CH2:7][N:8]([CH3:16])[C:9](=[O:15])[O:10][C:11]([CH3:14])([CH3:13])[CH3:12])=[CH:5][C:4]=1[N+:19]([O-])=O. The yield is 0.890. (5) The reactants are [CH:1]([N:4]1[CH2:9][CH2:8][CH:7]([O:10][C:11]2[CH:19]=[CH:18][C:17]3[N:16]4[C@H:20]([CH3:25])[CH2:21][NH:22][C:23](=[O:24])[C:15]4=[CH:14][C:13]=3[CH:12]=2)[CH2:6][CH2:5]1)([CH3:3])[CH3:2].[Cl:26]N1C(=O)CCC1=O.[OH-].[Na+]. The catalyst is CN(C)C=O. The product is [Cl:26][C:14]1[C:13]2[CH:12]=[C:11]([O:10][CH:7]3[CH2:8][CH2:9][N:4]([CH:1]([CH3:3])[CH3:2])[CH2:5][CH2:6]3)[CH:19]=[CH:18][C:17]=2[N:16]2[C@H:20]([CH3:25])[CH2:21][NH:22][C:23](=[O:24])[C:15]=12. The yield is 0.370. (6) The reactants are [N+:1]([C:4]1[CH:9]=[CH:8][C:7]([CH:10]([CH2:15][C:16]([OH:18])=O)[CH2:11][C:12](O)=[O:13])=[CH:6][CH:5]=1)([O-:3])=[O:2].[NH2:19]C(N)=O. The catalyst is CCOC(C)=O. The product is [N+:1]([C:4]1[CH:9]=[CH:8][C:7]([CH:10]2[CH2:15][C:16](=[O:18])[NH:19][C:12](=[O:13])[CH2:11]2)=[CH:6][CH:5]=1)([O-:3])=[O:2]. The yield is 0.220. (7) The reactants are [CH3:1][O:2][C:3]1[CH:8]=[C:7](F)[C:6]([Cl:10])=[CH:5][C:4]=1[N+:11]([O-:13])=[O:12].C([O-])([O-])=O.[K+].[K+].[N:20]1([CH:26]2[CH2:31][CH2:30][NH:29][CH2:28][CH2:27]2)[CH2:25][CH2:24][CH2:23][CH2:22][CH2:21]1.O. The yield is 0.710. The product is [Cl:10][C:6]1[CH:5]=[C:4]([N+:11]([O-:13])=[O:12])[C:3]([O:2][CH3:1])=[CH:8][C:7]=1[N:29]1[CH2:30][CH2:31][CH:26]([N:20]2[CH2:25][CH2:24][CH2:23][CH2:22][CH2:21]2)[CH2:27][CH2:28]1. The catalyst is CS(C)=O. (8) The reactants are [F:1][C:2]1[CH:10]=[C:9]2[C:5]([C:6]([C:20]3[CH:21]=[N:22][NH:23][CH:24]=3)=[CH:7][N:8]2[S:11]([C:14]2[CH:19]=[CH:18][CH:17]=[CH:16][CH:15]=2)(=[O:13])=[O:12])=[CH:4][CH:3]=1.[H-].[Na+].[Br:27][CH2:28][CH2:29]Br. The catalyst is CN(C=O)C. The product is [Br:27][CH2:28][CH2:29][N:23]1[CH:24]=[C:20]([C:6]2[C:5]3[C:9](=[CH:10][C:2]([F:1])=[CH:3][CH:4]=3)[N:8]([S:11]([C:14]3[CH:15]=[CH:16][CH:17]=[CH:18][CH:19]=3)(=[O:12])=[O:13])[CH:7]=2)[CH:21]=[N:22]1. The yield is 0.370. (9) The reactants are B(Br)(Br)Br.[CH:5]1([N:10]2[CH2:19][CH2:18][C:17]3[C:12](=[CH:13][C:14]([O:20]C)=[CH:15][CH:16]=3)[C:11]2=[O:22])[CH2:9][CH2:8][CH2:7][CH2:6]1. The catalyst is C1C=CC=CC=1. The product is [CH:5]1([N:10]2[CH2:19][CH2:18][C:17]3[C:12](=[CH:13][C:14]([OH:20])=[CH:15][CH:16]=3)[C:11]2=[O:22])[CH2:6][CH2:7][CH2:8][CH2:9]1. The yield is 0.660.